This data is from Rat liver microsome stability data. The task is: Regression/Classification. Given a drug SMILES string, predict its absorption, distribution, metabolism, or excretion properties. Task type varies by dataset: regression for continuous measurements (e.g., permeability, clearance, half-life) or binary classification for categorical outcomes (e.g., BBB penetration, CYP inhibition). Dataset: rlm. (1) The drug is Cc1ccccc1C(=O)N1CCc2cc(-c3nc(NC(=O)Cc4ccc5ccccc5c4)sc3C)ccc21. The result is 0 (unstable in rat liver microsomes). (2) The molecule is N#Cc1ccsc1Cn1c(N2CCC[C@@H](N)C2)ncc(Br)c1=O. The result is 1 (stable in rat liver microsomes). (3) The molecule is COc1ccc(NC(=O)N[C@H](Cc2c[nH]c3ccccc23)C(=O)NCC2(c3ccc(OC)cn3)CCCCC2)cc1. The result is 1 (stable in rat liver microsomes). (4) The drug is CC(C)(C)c1ccc(C(=O)Nc2ccc3c(c2)CCCN3C(=O)c2cccs2)cc1. The result is 1 (stable in rat liver microsomes). (5) The drug is CN(C)C(=O)N1CCN(C(=O)c2cnc3ccc(F)cc3c2-c2ccc(C3(C#N)CC3)cc2)CC1. The result is 1 (stable in rat liver microsomes). (6) The compound is Cc1cccc(-c2cc(NC(=O)c3ccccc3C)n(-c3ccccc3)n2)c1. The result is 1 (stable in rat liver microsomes). (7) The drug is O=C1Nc2ccc(Cl)cc2C1=Cc1cc(Cl)c(O)c(Cl)c1. The result is 0 (unstable in rat liver microsomes). (8) The molecule is CC1=C[C@@H](CNC(C)C)[C@H](C(C)C)C[C@H]1Cc1nnc(-c2ccncc2)o1. The result is 1 (stable in rat liver microsomes). (9) The molecule is CN(C(=O)OC(C)(C)C)[C@@H](Cc1ccc(OS(=O)(=O)c2cccc3cnccc23)cc1)C(=O)N1CCN(C(=O)OCc2ccccc2)CC1. The result is 1 (stable in rat liver microsomes).